Dataset: Forward reaction prediction with 1.9M reactions from USPTO patents (1976-2016). Task: Predict the product of the given reaction. (1) Given the reactants [Br:1][C:2]1[CH:7]=[CH:6][CH:5]=[CH:4][C:3]=1[CH2:8][C:9]([OH:11])=[O:10].S(=O)(=O)(O)O.[CH3:17]O, predict the reaction product. The product is: [Br:1][C:2]1[CH:7]=[CH:6][CH:5]=[CH:4][C:3]=1[CH2:8][C:9]([O:11][CH3:17])=[O:10]. (2) Given the reactants Br[C:2]1[CH:3]=[CH:4][C:5]([CH:8]=[O:9])=[N:6][CH:7]=1.CN(C1CCCCC1)C1CCCCC1.[C:24]([O:28][CH3:29])(=[O:27])[CH:25]=[CH2:26], predict the reaction product. The product is: [CH3:29][O:28][C:24](=[O:27])/[CH:25]=[CH:26]/[C:2]1[CH:7]=[N:6][C:5]([CH:8]=[O:9])=[CH:4][CH:3]=1. (3) The product is: [Cl:22][C:23]1[CH:28]=[CH:27][C:26]([S:29]([NH:1][CH:2]2[CH2:7][CH2:6][CH2:5][N:4]([C:8]([O:10][C:11]([CH3:14])([CH3:13])[CH3:12])=[O:9])[CH2:3]2)(=[O:31])=[O:30])=[CH:25][CH:24]=1. Given the reactants [NH2:1][CH:2]1[CH2:7][CH2:6][CH2:5][N:4]([C:8]([O:10][C:11]([CH3:14])([CH3:13])[CH3:12])=[O:9])[CH2:3]1.C(N(CC)CC)C.[Cl:22][C:23]1[CH:28]=[CH:27][C:26]([S:29](Cl)(=[O:31])=[O:30])=[CH:25][CH:24]=1, predict the reaction product. (4) Given the reactants FC(F)(F)C(O)=O.[F:8][C:9]1[CH:54]=[N:53][C:12]2[N:13]([C:33]3[CH:34]=[C:35]([C:39]4[CH:44]=[CH:43][CH:42]=[C:41]([OH:45])[C:40]=4[CH2:46][N:47]4[CH2:52][CH2:51][O:50][CH2:49][CH2:48]4)[CH:36]=[CH:37][CH:38]=3)[C:14](=[O:32])[N:15]([C@@H:18]3[CH2:23][CH2:22][C@H:21]([NH:24]C(=O)OC(C)(C)C)[CH2:20][CH2:19]3)[C:16](=[O:17])[C:11]=2[CH:10]=1, predict the reaction product. The product is: [NH2:24][C@@H:21]1[CH2:22][CH2:23][C@H:18]([N:15]2[C:16](=[O:17])[C:11]3[CH:10]=[C:9]([F:8])[CH:54]=[N:53][C:12]=3[N:13]([C:33]3[CH:34]=[C:35]([C:39]4[CH:44]=[CH:43][CH:42]=[C:41]([OH:45])[C:40]=4[CH2:46][N:47]4[CH2:52][CH2:51][O:50][CH2:49][CH2:48]4)[CH:36]=[CH:37][CH:38]=3)[C:14]2=[O:32])[CH2:19][CH2:20]1. (5) Given the reactants [F:1][C:2]1[CH:31]=[CH:30][CH:29]=[C:28]([F:32])[C:3]=1[C:4]([NH:6][C:7]([NH:9][C:10]1[CH:15]=[CH:14][C:13]([S:16][C:17]([F:26])([F:25])[C:18]([F:24])([F:23])[C:19]([F:22])([F:21])[F:20])=[CH:12][C:11]=1[F:27])=[O:8])=[O:5].[H-].[Na+].Cl[CH:36]([O:38][CH:39](Cl)Cl)Cl.[Cl-].[NH4+], predict the reaction product. The product is: [F:1][C:2]1[CH:31]=[CH:30][CH:29]=[C:28]([F:32])[C:3]=1[C:4]([N:6]1[C:7](=[O:8])[N:9]([C:10]2[CH:15]=[CH:14][C:13]([S:16][C:17]([F:25])([F:26])[C:18]([F:24])([F:23])[C:19]([F:21])([F:20])[F:22])=[CH:12][C:11]=2[F:27])[CH2:39][O:38][CH2:36]1)=[O:5]. (6) The product is: [CH3:1][N:2]1[CH2:3][CH2:4][CH:5]([NH:8][C:9](=[O:34])/[C:10](/[CH2:22][O:23][C:24]2[C:33]3[C:28](=[CH:29][CH:30]=[CH:31][CH:32]=3)[CH:27]=[CH:26][CH:25]=2)=[CH:11]/[C:12]2[CH:13]=[CH:14][C:15]([C:16]([OH:18])=[O:17])=[CH:20][CH:21]=2)[CH2:6][CH2:7]1. Given the reactants [CH3:1][N:2]1[CH2:7][CH2:6][CH:5]([NH:8][C:9](=[O:34])/[C:10](/[CH2:22][O:23][C:24]2[C:33]3[C:28](=[CH:29][CH:30]=[CH:31][CH:32]=3)[CH:27]=[CH:26][CH:25]=2)=[CH:11]/[C:12]2[CH:21]=[CH:20][C:15]([C:16]([O:18]C)=[O:17])=[CH:14][CH:13]=2)[CH2:4][CH2:3]1.O.[OH-].[Li+], predict the reaction product. (7) Given the reactants [NH2:1][C:2]1[N:7]=[N:6][C:5]([C:8]([OH:10])=O)=[CH:4][CH:3]=1.[C:11]([O:15][C:16]([N:18]1[CH:23]2[CH2:24][CH2:25][CH:19]1[CH2:20][NH:21][CH2:22]2)=[O:17])([CH3:14])([CH3:13])[CH3:12], predict the reaction product. The product is: [C:11]([O:15][C:16]([N:18]1[CH:19]2[CH2:25][CH2:24][CH:23]1[CH2:22][N:21]([C:8]([C:5]1[N:6]=[N:7][C:2]([NH2:1])=[CH:3][CH:4]=1)=[O:10])[CH2:20]2)=[O:17])([CH3:14])([CH3:12])[CH3:13]. (8) Given the reactants [NH2:1][C:2]1[C:11]2[CH:10]=[CH:9][CH:8]=[C:7](Br)[C:6]=2[N:5]=[C:4]2[CH2:13][N:14]([CH3:17])[C:15](=[O:16])[C:3]=12.[F:18][C:19]1[CH:24]=[CH:23][CH:22]=[C:21]([O:25][CH3:26])[C:20]=1B(O)O, predict the reaction product. The product is: [NH2:1][C:2]1[C:11]2[CH:10]=[CH:9][CH:8]=[C:7]([C:20]3[C:21]([O:25][CH3:26])=[CH:22][CH:23]=[CH:24][C:19]=3[F:18])[C:6]=2[N:5]=[C:4]2[CH2:13][N:14]([CH3:17])[C:15](=[O:16])[C:3]=12. (9) Given the reactants [CH:1]([NH:4][C:5]1[S:6][C:7]2[C:12]([N:13]=1)=[CH:11][CH:10]=[C:9]([C:14](OC)=[O:15])[N:8]=2)([CH3:3])[CH3:2].[H-].[H-].[H-].[H-].[Li+].[Al+3].CCOC(C)=O, predict the reaction product. The product is: [CH:1]([NH:4][C:5]1[S:6][C:7]2[C:12]([N:13]=1)=[CH:11][CH:10]=[C:9]([CH2:14][OH:15])[N:8]=2)([CH3:3])[CH3:2]. (10) Given the reactants C([C:6]1[CH:11]=[CH:10][C:9]([CH2:12][C:13]([OH:15])=O)=[CH:8][C:7]=1[O:16][CH3:17])(=O)CCC.CN([CH:21]=[O:22])C.C(Cl)(=O)C(Cl)=[O:25].[NH2:29][C:30]1[S:31][C:32]2[CH:38]=[C:37]([Cl:39])[CH:36]=[CH:35][C:33]=2[N:34]=1.N1C=C[CH:43]=[CH:42][CH:41]=1, predict the reaction product. The product is: [Cl:39][C:37]1[CH:36]=[CH:35][C:33]2[N:34]=[C:30]([NH:29][C:13]([CH2:12][C:9]3[CH:10]=[CH:11][C:6]([O:25][C:21](=[O:22])[CH2:41][CH2:42][CH3:43])=[C:7]([O:16][CH3:17])[CH:8]=3)=[O:15])[S:31][C:32]=2[CH:38]=1.